This data is from NCI-60 drug combinations with 297,098 pairs across 59 cell lines. The task is: Regression. Given two drug SMILES strings and cell line genomic features, predict the synergy score measuring deviation from expected non-interaction effect. Drug 1: CC1=C(C(=CC=C1)Cl)NC(=O)C2=CN=C(S2)NC3=CC(=NC(=N3)C)N4CCN(CC4)CCO. Drug 2: CCC1(CC2CC(C3=C(CCN(C2)C1)C4=CC=CC=C4N3)(C5=C(C=C6C(=C5)C78CCN9C7C(C=CC9)(C(C(C8N6C)(C(=O)OC)O)OC(=O)C)CC)OC)C(=O)OC)O.OS(=O)(=O)O. Cell line: SK-MEL-5. Synergy scores: CSS=2.24, Synergy_ZIP=-0.613, Synergy_Bliss=0.760, Synergy_Loewe=-1.32, Synergy_HSA=-0.540.